This data is from Reaction yield outcomes from USPTO patents with 853,638 reactions. The task is: Predict the reaction yield, written as a fraction of the theoretical maximum amount of product (1.0 means a 100% yield; for example, 0.34 means a 34% yield). (1) The reactants are [Br:1][C:2]1[CH:7]=[CH:6][C:5]([NH:8][C:9](=[O:27])[C:10]2[CH:15]=[CH:14][C:13]([S:16][C:17]3[CH:22]=[CH:21][C:20]([OH:23])=[CH:19][CH:18]=3)=[C:12]([N+:24]([O-])=O)[CH:11]=2)=[CH:4][CH:3]=1.C(=O)([O-])[O-].[Na+].[Na+]. The catalyst is C(O)(=O)C.C(O)C.O.[Fe]. The product is [NH2:24][C:12]1[CH:11]=[C:10]([CH:15]=[CH:14][C:13]=1[S:16][C:17]1[CH:22]=[CH:21][C:20]([OH:23])=[CH:19][CH:18]=1)[C:9]([NH:8][C:5]1[CH:6]=[CH:7][C:2]([Br:1])=[CH:3][CH:4]=1)=[O:27]. The yield is 0.760. (2) The reactants are C([O:8][N:9]1[C:15](=[O:16])[N:14]2[CH2:17][C@H:10]1[CH2:11][CH2:12][C@H:13]2[C:18]([NH:20][O:21][CH2:22][CH:23]1[CH2:29][N:28]([C:30]([O:32][C:33]([CH3:36])([CH3:35])[CH3:34])=[O:31])[CH2:27][CH2:26][CH2:25][O:24]1)=[O:19])C1C=CC=CC=1.[H][H]. The catalyst is CO.[Pd]. The product is [OH:8][N:9]1[C:15](=[O:16])[N:14]2[CH2:17][C@H:10]1[CH2:11][CH2:12][C@H:13]2[C:18]([NH:20][O:21][CH2:22][CH:23]1[CH2:29][N:28]([C:30]([O:32][C:33]([CH3:36])([CH3:35])[CH3:34])=[O:31])[CH2:27][CH2:26][CH2:25][O:24]1)=[O:19]. The yield is 0.780. (3) The reactants are [CH2:1]1[S:5][C@H:4]([CH2:6][OH:7])[O:3][C@@H:2]1[N:8]1[C:13](=[O:14])[N:12]=[C:11]([NH2:15])[CH:10]=[CH:9]1.N1C=CC=CC=1.[C:22](Cl)(=[O:29])[O:23][CH2:24][C:25]([Cl:28])([Cl:27])[Cl:26]. The catalyst is CN(C=O)C.CN(C1C=CN=CC=1)C. The product is [OH:7][CH2:6][C@H:4]1[S:5][CH2:1][C@@H:2]([N:8]2[CH:9]=[CH:10][C:11]([NH:15][C:22](=[O:29])[O:23][CH2:24][C:25]([Cl:28])([Cl:27])[Cl:26])=[N:12][C:13]2=[O:14])[O:3]1. The yield is 0.490. (4) The reactants are [Cl:1][C:2]1[C:7]2OCO[C:6]=2[CH:5]=[C:4]([C:11]2[C:15]([C:16]([F:19])([F:18])[F:17])=[N:14][N:13]([C:20]3[N:25]=[CH:24][CH:23]=[CH:22][N:21]=3)[C:12]=2[NH2:26])[CH:3]=1.[H-].[Na+].[P:29](Cl)([O:34][CH2:35][CH3:36])([O:31][CH2:32][CH3:33])=[O:30]. The catalyst is O1CCCC1.O. The product is [Cl:1][C:2]1[CH:3]=[C:4]([C:11]2[C:15]([C:16]([F:19])([F:18])[F:17])=[N:14][N:13]([C:20]3[N:25]=[CH:24][CH:23]=[CH:22][N:21]=3)[C:12]=2[NH:26][P:29]([O:34][CH2:35][CH3:36])([O:31][CH2:32][CH3:33])=[O:30])[CH:5]=[C:6]([C:16]([F:19])([F:18])[F:17])[CH:7]=1. The yield is 0.120. (5) The reactants are O=[C:2]1[C:7]([C:8]([O:10][CH3:11])=[O:9])=[CH:6][CH:5]=[CH:4][O:3]1.F[C:13]1[CH:20]=[CH:19][C:16]([CH2:17][NH2:18])=[CH:15][CH:14]=1.CCN=C=NCCCN(C)C. The catalyst is CN(C=O)C.CN(C1C=CN=CC=1)C. The product is [CH2:17]([N:18]1[CH:4]=[CH:5][CH:6]=[C:7]([C:8]([O:10][CH3:11])=[O:9])[C:2]1=[O:3])[C:16]1[CH:19]=[CH:20][CH:13]=[CH:14][CH:15]=1. The yield is 0.730. (6) The catalyst is CO.CCOC(C)=O.[Cu]I. The reactants are Br[C:2]1[CH:3]=[CH:4][C:5]2[O:10][CH2:9][C:8](=[O:11])[NH:7][C:6]=2[C:12]=1[CH3:13].C1CCCCC1.[CH3:20][O-:21].[Na+]. The yield is 0.700. The product is [CH3:20][O:21][C:2]1[CH:3]=[CH:4][C:5]2[O:10][CH2:9][C:8](=[O:11])[NH:7][C:6]=2[C:12]=1[CH3:13]. (7) The reactants are [O:1]=[C:2]1[NH:8][C:7]2[CH:9]=[CH:10][CH:11]=[CH:12][C:6]=2[C:5]([C:13]2[CH:18]=[CH:17][CH:16]=[CH:15][CH:14]=2)=[N:4][CH:3]1[NH:19][C:20](=[O:29])[O:21][CH2:22][C:23]1[CH:28]=[CH:27][CH:26]=[CH:25][CH:24]=1.[H-].[Na+].[CH3:32]I.S([O-])(O)(=O)=O.[Na+]. The catalyst is CN(C=O)C.O. The product is [CH3:32][N:8]1[C:7]2[CH:9]=[CH:10][CH:11]=[CH:12][C:6]=2[C:5]([C:13]2[CH:18]=[CH:17][CH:16]=[CH:15][CH:14]=2)=[N:4][CH:3]([NH:19][C:20](=[O:29])[O:21][CH2:22][C:23]2[CH:24]=[CH:25][CH:26]=[CH:27][CH:28]=2)[C:2]1=[O:1]. The yield is 0.910. (8) The reactants are [C:1]([C:5]1[CH:9]=[C:8]([NH:10][C:11]2[C:12]([C:17]([O:19]CC)=[O:18])=[N:13][CH:14]=[CH:15][CH:16]=2)[N:7]([C:22]2[C:27]([CH3:28])=[CH:26][CH:25]=[CH:24][C:23]=2[CH3:29])[N:6]=1)([CH3:4])([CH3:3])[CH3:2].O.[OH-].[Li+].Cl. The catalyst is C(O)C.C1COCC1.O. The product is [C:1]([C:5]1[CH:9]=[C:8]([NH:10][C:11]2[C:12]([C:17]([OH:19])=[O:18])=[N:13][CH:14]=[CH:15][CH:16]=2)[N:7]([C:22]2[C:27]([CH3:28])=[CH:26][CH:25]=[CH:24][C:23]=2[CH3:29])[N:6]=1)([CH3:4])([CH3:3])[CH3:2]. The yield is 0.850. (9) The reactants are [Br:1][C:2]1[S:10][C:9]2[C:4](=[N:5][CH:6]=[CH:7][C:8]=2Cl)[CH:3]=1.C(=O)([O-])[O-].[K+].[K+].[F:18][C:19]1[CH:24]=[C:23]([N+:25]([O-:27])=[O:26])[CH:22]=[CH:21][C:20]=1[OH:28]. The catalyst is C1(OC2C=CC=CC=2)C=CC=CC=1.C(Cl)Cl. The product is [Br:1][C:2]1[S:10][C:9]2[C:4](=[N:5][CH:6]=[CH:7][C:8]=2[O:28][C:20]2[CH:21]=[CH:22][C:23]([N+:25]([O-:27])=[O:26])=[CH:24][C:19]=2[F:18])[CH:3]=1. The yield is 0.710.